Dataset: Reaction yield outcomes from USPTO patents with 853,638 reactions. Task: Predict the reaction yield, written as a fraction of the theoretical maximum amount of product (1.0 means a 100% yield; for example, 0.34 means a 34% yield). The reactants are [F:1][C:2]([F:27])([F:26])[C:3]1[CH:4]=[C:5]([CH:9]([C:16]2[CH:21]=[CH:20][CH:19]=[C:18]([C:22]([F:25])([F:24])[F:23])[CH:17]=2)[N:10]2[CH2:15][CH2:14][NH:13][CH2:12][CH2:11]2)[CH:6]=[CH:7][CH:8]=1.Br[CH2:29][C:30]([O:32][C:33]([CH3:36])([CH3:35])[CH3:34])=[O:31].C(N(CC)CC)C. The catalyst is C(#N)C.O. The product is [F:27][C:2]([F:1])([F:26])[C:3]1[CH:4]=[C:5]([CH:9]([C:16]2[CH:21]=[CH:20][CH:19]=[C:18]([C:22]([F:23])([F:24])[F:25])[CH:17]=2)[N:10]2[CH2:15][CH2:14][N:13]([CH2:29][C:30]([O:32][C:33]([CH3:36])([CH3:35])[CH3:34])=[O:31])[CH2:12][CH2:11]2)[CH:6]=[CH:7][CH:8]=1. The yield is 0.500.